Dataset: Catalyst prediction with 721,799 reactions and 888 catalyst types from USPTO. Task: Predict which catalyst facilitates the given reaction. (1) Reactant: [CH:1]1([C:6]([C:8]2[CH:27]=[CH:26][C:11]([O:12][CH2:13][CH2:14][CH2:15][CH2:16][O:17][C:18]3[CH:25]=[CH:24][C:21]([C:22]#[N:23])=[CH:20][CH:19]=3)=[C:10]([CH3:28])[C:9]=2[OH:29])=[O:7])[CH2:5][CH2:4][CH2:3][CH2:2]1.C[Si]([N:34]=[N+:35]=[N-:36])(C)C.C([Sn](=O)CCCC)CCC. Product: [CH:1]1([C:6]([C:8]2[CH:27]=[CH:26][C:11]([O:12][CH2:13][CH2:14][CH2:15][CH2:16][O:17][C:18]3[CH:25]=[CH:24][C:21]([C:22]4[N:34]=[N:35][NH:36][N:23]=4)=[CH:20][CH:19]=3)=[C:10]([CH3:28])[C:9]=2[OH:29])=[O:7])[CH2:5][CH2:4][CH2:3][CH2:2]1. The catalyst class is: 11. (2) Reactant: [CH3:1][C@@H:2]([NH:13][CH2:14][CH2:15][CH2:16][C:17]1[CH:18]=[CH:19][CH:20]=[C:21]([C:23]([F:26])([F:25])[F:24])[CH:22]=1)[C:3]1[CH:4]=[CH:5][CH:6]=[C:7]2[CH:12]=[CH:11][CH:10]=[CH:9][C:8]=12.Cl. Product: [CH3:1][C@@H:2]([NH:13][CH2:14][CH2:15][CH2:16][C:17]1[CH:18]=[CH:19][CH:20]=[C:21]([C:23]([F:24])([F:25])[F:26])[CH:22]=1)[C:3]1[CH:4]=[CH:5][CH:6]=[C:7]2[CH:12]=[CH:11][CH:10]=[CH:9][C:8]=12. The catalyst class is: 413. (3) Reactant: I[C:2]1[NH:6][C:5]([CH3:7])=[C:4]([C:8]([O:10][CH2:11][CH3:12])=[O:9])[C:3]=1[CH:13]([CH3:15])[CH3:14].[H-].[Li+].[Cl:18][C:19]1[CH:20]=[C:21]([S:26][S:26][C:21]2[CH:22]=[C:23]([Cl:25])[CH:24]=[C:19]([Cl:18])[CH:20]=2)[CH:22]=[C:23]([Cl:25])[CH:24]=1. Product: [Cl:18][C:19]1[CH:20]=[C:21]([S:26][C:2]2[NH:6][C:5]([CH3:7])=[C:4]([C:8]([O:10][CH2:11][CH3:12])=[O:9])[C:3]=2[CH:13]([CH3:15])[CH3:14])[CH:22]=[C:23]([Cl:25])[CH:24]=1. The catalyst class is: 58. (4) Reactant: [CH2:1]([C:3]1[CH:15]=[C:14]([C:16]2[N:20]=[C:19]([C:21]3[CH:26]=[C:25]([CH3:27])[C:24]([CH2:28][CH:29]([CH3:31])[CH3:30])=[CH:23][N:22]=3)[O:18][N:17]=2)[CH:13]=[C:12]([CH3:32])[C:4]=1[O:5][CH2:6][C@@H:7]([OH:11])[CH2:8][NH:9]C)[CH3:2].[K+].[CH2:34]([S:36]([NH-])(=[O:38])=[O:37])[CH3:35]. Product: [CH2:1]([C:3]1[CH:15]=[C:14]([C:16]2[N:20]=[C:19]([C:21]3[CH:26]=[C:25]([CH3:27])[C:24]([CH2:28][CH:29]([CH3:30])[CH3:31])=[CH:23][N:22]=3)[O:18][N:17]=2)[CH:13]=[C:12]([CH3:32])[C:4]=1[O:5][CH2:6][C@@H:7]([OH:11])[CH2:8][NH:9][S:36]([CH2:34][CH3:35])(=[O:38])=[O:37])[CH3:2]. The catalyst class is: 3. (5) Reactant: [Cl:1][C:2]1[CH:3]=[C:4]2[C:9](=[CH:10][C:11]=1[O:12][C:13]1[CH:21]=[CH:20][C:16]([C:17]([OH:19])=O)=[CH:15][CH:14]=1)[O:8][CH2:7][CH2:6][CH:5]2[C:22]([O:24][CH2:25][CH3:26])=[O:23].C(Cl)(=O)C(Cl)=O.[Br:33][C:34]1[CH:39]=[CH:38][CH:37]=[CH:36][C:35]=1[CH2:40][CH2:41][NH2:42].CCN(C(C)C)C(C)C. Product: [Br:33][C:34]1[CH:39]=[CH:38][CH:37]=[CH:36][C:35]=1[CH2:40][CH2:41][NH:42][C:17]([C:16]1[CH:20]=[CH:21][C:13]([O:12][C:11]2[CH:10]=[C:9]3[C:4]([CH:5]([C:22]([O:24][CH2:25][CH3:26])=[O:23])[CH2:6][CH2:7][O:8]3)=[CH:3][C:2]=2[Cl:1])=[CH:14][CH:15]=1)=[O:19]. The catalyst class is: 59. (6) Reactant: [H-].[Na+].[Br:3][C:4]1[CH:9]=[CH:8][C:7]([CH2:10][C:11]([O:13][CH3:14])=[O:12])=[CH:6][CH:5]=1.Br[CH2:16][CH2:17]Br.[Cl-].[NH4+]. Product: [Br:3][C:4]1[CH:5]=[CH:6][C:7]([C:10]2([C:11]([O:13][CH3:14])=[O:12])[CH2:17][CH2:16]2)=[CH:8][CH:9]=1. The catalyst class is: 9. (7) Reactant: [Br:1][C:2]1[C:3]([Cl:25])=[CH:4][CH:5]=[C:6]2[C:10]=1[NH:9][C:8](C)=[C:7]2[CH2:12][CH2:13][CH2:14][O:15][C:16]1[CH:21]=[C:20]([CH3:22])[C:19]([Cl:23])=[C:18]([CH3:24])[CH:17]=1.[C:26]([O:30]C)(=[O:29])[CH:27]=[CH2:28].C1CCN2C(=NCCC2)CC1. Product: [Br:1][C:2]1[C:3]([Cl:25])=[CH:4][CH:5]=[C:6]2[C:10]=1[N:9]([CH2:28][CH2:27][C:26]([OH:30])=[O:29])[CH:8]=[C:7]2[CH2:12][CH2:13][CH2:14][O:15][C:16]1[CH:17]=[C:18]([CH3:24])[C:19]([Cl:23])=[C:20]([CH3:22])[CH:21]=1. The catalyst class is: 10.